From a dataset of Peptide-MHC class I binding affinity with 185,985 pairs from IEDB/IMGT. Regression. Given a peptide amino acid sequence and an MHC pseudo amino acid sequence, predict their binding affinity value. This is MHC class I binding data. (1) The peptide sequence is LMIIPLINV. The MHC is HLA-B54:01 with pseudo-sequence HLA-B54:01. The binding affinity (normalized) is 0.223. (2) The peptide sequence is KAALDLSHFL. The MHC is HLA-A30:02 with pseudo-sequence HLA-A30:02. The binding affinity (normalized) is 0.243. (3) The peptide sequence is HAEIESATL. The MHC is HLA-B51:01 with pseudo-sequence HLA-B51:01. The binding affinity (normalized) is 0.0847. (4) The peptide sequence is SCHDGKAWLH. The MHC is HLA-A33:01 with pseudo-sequence HLA-A33:01. The binding affinity (normalized) is 0. (5) The peptide sequence is YNTCYCKKCCY. The MHC is Mamu-B17 with pseudo-sequence Mamu-B17. The binding affinity (normalized) is 0.